Dataset: Forward reaction prediction with 1.9M reactions from USPTO patents (1976-2016). Task: Predict the product of the given reaction. (1) Given the reactants Cl[C:2]1[CH:7]=[CH:6][N:5]=[C:4]2[NH:8][N:9]=[C:10]([CH:11]([CH3:13])[CH3:12])[C:3]=12.[CH3:14][O:15][C:16]1[N:21]=[CH:20][C:19](B(O)O)=[CH:18][CH:17]=1.C(C1C2C(=NC=CC=2C2C=CSC=2)NN=1)(C)C, predict the reaction product. The product is: [CH:11]([C:10]1[C:3]2[C:4](=[N:5][CH:6]=[CH:7][C:2]=2[C:19]2[CH:20]=[N:21][C:16]([O:15][CH3:14])=[CH:17][CH:18]=2)[NH:8][N:9]=1)([CH3:13])[CH3:12]. (2) Given the reactants C([O:8][C:9]1[C:18]([CH:19]([CH3:21])[CH3:20])=[CH:17][C:12]([C:13]([O:15][CH3:16])=[O:14])=[C:11]([O:22][CH2:23][O:24][CH3:25])[CH:10]=1)C1C=CC=CC=1, predict the reaction product. The product is: [OH:8][C:9]1[C:18]([CH:19]([CH3:21])[CH3:20])=[CH:17][C:12]([C:13]([O:15][CH3:16])=[O:14])=[C:11]([O:22][CH2:23][O:24][CH3:25])[CH:10]=1. (3) Given the reactants [F:1][CH:2]([F:13])[O:3][C:4]1[CH:11]=[CH:10][CH:9]=[C:8](F)[C:5]=1[C:6]#[N:7].CN(C)C=O.[CH2:19]([SH:22])[CH2:20][CH3:21].[OH-].[K+], predict the reaction product. The product is: [F:1][CH:2]([F:13])[O:3][C:4]1[CH:11]=[CH:10][CH:9]=[C:8]([S:22][CH2:19][CH2:20][CH3:21])[C:5]=1[C:6]#[N:7]. (4) Given the reactants C(OC([N:8]1[CH2:12][CH2:11][CH:10]([C:13]([N:15]2[CH2:19][C@@H:18]([N:20]([C:22]([O:24][C:25]3[CH:30]=[CH:29][C:28]([F:31])=[CH:27][CH:26]=3)=[O:23])[CH3:21])[C@H:17]([C:32]3[CH:37]=[CH:36][C:35]([Cl:38])=[CH:34][CH:33]=3)[CH2:16]2)=[O:14])[CH2:9]1)=O)(C)(C)C.FC(F)(F)C(O)=O.C(=O)([O-])[O-].[Na+].[Na+], predict the reaction product. The product is: [F:31][C:28]1[CH:29]=[CH:30][C:25]([O:24][C:22](=[O:23])[N:20]([C@H:18]2[C@H:17]([C:32]3[CH:37]=[CH:36][C:35]([Cl:38])=[CH:34][CH:33]=3)[CH2:16][N:15]([C:13]([CH:10]3[CH2:11][CH2:12][NH:8][CH2:9]3)=[O:14])[CH2:19]2)[CH3:21])=[CH:26][CH:27]=1. (5) Given the reactants [C-:1]#[N:2].[K+].Cl[CH2:5][C:6](=[O:12])[CH2:7][C:8]([O:10][CH3:11])=[O:9].O, predict the reaction product. The product is: [C:1]([CH2:5][C:6](=[O:12])[CH2:7][C:8]([O:10][CH3:11])=[O:9])#[N:2]. (6) Given the reactants Cl[C:2]1[N:7]=[C:6]([C:8]2[CH:9]=[N:10][N:11]([CH:13]([CH:17]3[CH2:19][CH2:18]3)[CH2:14][C:15]#[N:16])[CH:12]=2)[C:5]([O:20][CH3:21])=[CH:4][N:3]=1.[NH2:22][C:23]1[CH:24]=[C:25]([CH:29]=[CH:30][CH:31]=1)[C:26]([OH:28])=[O:27].C1(C)C=CC(S(O)(=O)=O)=CC=1.O1CCOCC1, predict the reaction product. The product is: [C:15]([CH2:14][CH:13]([N:11]1[CH:12]=[C:8]([C:6]2[C:5]([O:20][CH3:21])=[CH:4][N:3]=[C:2]([NH:22][C:23]3[CH:24]=[C:25]([CH:29]=[CH:30][CH:31]=3)[C:26]([OH:28])=[O:27])[N:7]=2)[CH:9]=[N:10]1)[CH:17]1[CH2:19][CH2:18]1)#[N:16]. (7) Given the reactants [OH:1][CH2:2][C:3]1[N:4]=[C:5](/[CH:8]=[CH:9]/[C:10]2[CH:15]=[CH:14][C:13]([C:16]([F:19])([F:18])[F:17])=[CH:12][CH:11]=2)[O:6][CH:7]=1.C(N(C(C)C)CC)(C)C.CS(Cl)(=O)=O.[OH-].[Na+].[N:36]1([CH2:41][CH2:42][CH2:43][CH2:44][C:45]2[CH:50]=[CH:49][C:48](O)=[CH:47][CH:46]=2)[CH:40]=[CH:39][N:38]=[N:37]1, predict the reaction product. The product is: [F:17][C:16]([F:19])([F:18])[C:13]1[CH:14]=[CH:15][C:10](/[CH:9]=[CH:8]/[C:5]2[O:6][CH:7]=[C:3]([CH2:2][O:1][C:48]3[CH:47]=[CH:46][C:45]([CH2:44][CH2:43][CH2:42][CH2:41][N:36]4[CH:40]=[CH:39][N:38]=[N:37]4)=[CH:50][CH:49]=3)[N:4]=2)=[CH:11][CH:12]=1. (8) Given the reactants Br[C:2]1[S:6][C:5]([C:7]2[CH:12]=[C:11]([C:13]3[CH:18]=[CH:17][C:16]([C:19]([F:22])([F:21])[F:20])=[CH:15][CH:14]=3)[CH:10]=[C:9]([CH3:23])[N:8]=2)=[CH:4][CH:3]=1.[NH2:24][C:25]1[N:30]=[CH:29][C:28](B2OC(C)(C)C(C)(C)O2)=[CH:27][N:26]=1, predict the reaction product. The product is: [CH3:23][C:9]1[N:8]=[C:7]([C:5]2[S:6][C:2]([C:28]3[CH:27]=[N:26][C:25]([NH2:24])=[N:30][CH:29]=3)=[CH:3][CH:4]=2)[CH:12]=[C:11]([C:13]2[CH:18]=[CH:17][C:16]([C:19]([F:22])([F:21])[F:20])=[CH:15][CH:14]=2)[CH:10]=1.